From a dataset of Full USPTO retrosynthesis dataset with 1.9M reactions from patents (1976-2016). Predict the reactants needed to synthesize the given product. (1) Given the product [CH3:1][S:2][C:3]1[N:11]=[C:10]2[C:6]([N:7]=[CH:8][N:9]2[C@@H:12]2[O:24][C@H:23]([CH2:25][OH:26])[C@@H:18]([OH:19])[C@H:13]2[OH:14])=[C:5]([NH:39][CH2:38][CH2:37][C:31]2[CH:36]=[CH:35][CH:34]=[CH:33][CH:32]=2)[N:4]=1, predict the reactants needed to synthesize it. The reactants are: [CH3:1][S:2][C:3]1[N:11]=[C:10]2[C:6]([N:7]=[CH:8][N:9]2[C@@H:12]2[O:24][C@H:23]([CH2:25][O:26]C(=O)C)[C@@H:18]([O:19]C(=O)C)[C@H:13]2[O:14]C(=O)C)=[C:5](Cl)[N:4]=1.[C:31]1([CH2:37][CH2:38][NH2:39])[CH:36]=[CH:35][CH:34]=[CH:33][CH:32]=1. (2) Given the product [ClH:40].[NH:10]1[CH2:11][CH:12]=[C:7]([C:27]2[CH:28]=[CH:29][C:24]([C:22]#[N:23])=[CH:25][CH:26]=2)[CH2:8][CH2:9]1, predict the reactants needed to synthesize it. The reactants are: FC(F)(F)S(O[C:7]1[CH2:8][CH2:9][N:10](C(OC(C)(C)C)=O)[CH2:11][CH:12]=1)(=O)=O.[C:22]([C:24]1[CH:29]=[CH:28][C:27](B(O)O)=[CH:26][CH:25]=1)#[N:23].C(N(CC)CC)C.[ClH:40]. (3) Given the product [Br:1][C:2]1[CH:7]=[N:6][C:5]([Cl:8])=[C:4]2[N:9]([Si:21]([C:24]([CH3:27])([CH3:26])[CH3:25])([CH3:23])[CH3:22])[CH:10]=[C:11]([CH3:12])[C:3]=12, predict the reactants needed to synthesize it. The reactants are: [Br:1][C:2]1[CH:7]=[N:6][C:5]([Cl:8])=[C:4]2[NH:9][CH:10]=[C:11]([CH3:12])[C:3]=12.[H-].[Na+].FC(F)(F)S(O[Si:21]([C:24]([CH3:27])([CH3:26])[CH3:25])([CH3:23])[CH3:22])(=O)=O. (4) Given the product [CH3:20][C:14]1[CH:15]=[C:16]([O:19][C:2]2[C:3]3[N:10]([CH3:11])[CH:9]=[CH:8][C:4]=3[N:5]=[CH:6][N:7]=2)[CH:17]=[CH:18][C:13]=1[NH2:12], predict the reactants needed to synthesize it. The reactants are: Cl[C:2]1[C:3]2[N:10]([CH3:11])[CH:9]=[CH:8][C:4]=2[N:5]=[CH:6][N:7]=1.[NH2:12][C:13]1[CH:18]=[CH:17][C:16]([OH:19])=[CH:15][C:14]=1[CH3:20].C(=O)([O-])[O-].[K+].[K+]. (5) The reactants are: [NH2:1][CH:2]([C:10]1[C:15]([O:16][CH3:17])=[CH:14][CH:13]=[CH:12][C:11]=1[O:18][CH3:19])[CH2:3][CH2:4][CH2:5][C:6]([O:8]C)=O.[N:20]1[CH:25]=[CH:24][CH:23]=[CH:22][C:21]=1[C:26]1[CH:27]=[C:28]([CH:31]=[CH:32][CH:33]=1)[CH:29]=O. Given the product [CH3:19][O:18][C:11]1[CH:12]=[CH:13][CH:14]=[C:15]([O:16][CH3:17])[C:10]=1[CH:2]1[N:1]([CH2:29][C:28]2[CH:31]=[CH:32][CH:33]=[C:26]([C:21]3[CH:22]=[CH:23][CH:24]=[CH:25][N:20]=3)[CH:27]=2)[C:6](=[O:8])[CH2:5][CH2:4][CH2:3]1, predict the reactants needed to synthesize it. (6) Given the product [CH2:16]([N:23]1[C:4]2[CH:3]([C:2]([CH3:1])([CH3:15])[CH2:7][CH2:6][CH:5]=2)[CH2:9][C:10]1=[O:12])[C:17]1[CH:22]=[CH:21][CH:20]=[CH:19][CH:18]=1, predict the reactants needed to synthesize it. The reactants are: [CH3:1][C:2]1([CH3:15])[CH2:7][CH2:6][CH2:5][C:4](=O)[CH:3]1[CH2:9][C:10]([O:12]CC)=O.[CH2:16]([NH2:23])[C:17]1[CH:22]=[CH:21][CH:20]=[CH:19][CH:18]=1.C(O)(=O)C.C(O[BH-](OC(=O)C)OC(=O)C)(=O)C.[Na+].